This data is from Reaction yield outcomes from USPTO patents with 853,638 reactions. The task is: Predict the reaction yield, written as a fraction of the theoretical maximum amount of product (1.0 means a 100% yield; for example, 0.34 means a 34% yield). The reactants are Cl[C:2]1[C:11]2[C:6](=[C:7]([NH:12][S:13]([C:16]3[CH:21]=[CH:20][CH:19]=[CH:18][CH:17]=3)(=[O:15])=[O:14])[CH:8]=[CH:9][CH:10]=2)[N:5]=[CH:4][CH:3]=1.[CH2:22]([NH:24][CH2:25][CH3:26])[CH3:23].CCN(C(C)C)C(C)C. The catalyst is C(O)CCC. The product is [CH2:22]([N:24]([CH2:25][CH3:26])[C:2]1[C:11]2[C:6](=[C:7]([NH:12][S:13]([C:16]3[CH:21]=[CH:20][CH:19]=[CH:18][CH:17]=3)(=[O:15])=[O:14])[CH:8]=[CH:9][CH:10]=2)[N:5]=[CH:4][CH:3]=1)[CH3:23]. The yield is 0.270.